From a dataset of Catalyst prediction with 721,799 reactions and 888 catalyst types from USPTO. Predict which catalyst facilitates the given reaction. (1) Reactant: [NH2:1][CH2:2][C@H:3]1[O:7][C:6]([CH3:9])([CH3:8])[O:5][C@@H:4]1[CH2:10][NH:11][C:12](=[O:18])[O:13][C:14]([CH3:17])([CH3:16])[CH3:15].[Cl:19][C:20]1[CH:25]=[C:24]([Cl:26])[CH:23]=[CH:22][C:21]=1[S:27](Cl)(=[O:29])=[O:28].C(N(CC)CC)C. Product: [Cl:19][C:20]1[CH:25]=[C:24]([Cl:26])[CH:23]=[CH:22][C:21]=1[S:27]([NH:1][CH2:2][C@H:3]1[O:7][C:6]([CH3:8])([CH3:9])[O:5][C@@H:4]1[CH2:10][NH:11][C:12](=[O:18])[O:13][C:14]([CH3:17])([CH3:16])[CH3:15])(=[O:29])=[O:28]. The catalyst class is: 4. (2) Reactant: [N:1]1[CH:6]=[CH:5][CH:4]=[C:3]([NH:7][C:8]([NH2:10])=[S:9])[CH:2]=1.[CH2:11]([O:13][C:14](=[O:19])[C:15](=O)[CH2:16]Br)[CH3:12]. Product: [CH2:11]([O:13][C:14]([C:15]1[N:10]=[C:8]([NH:7][C:3]2[CH:2]=[N:1][CH:6]=[CH:5][CH:4]=2)[S:9][CH:16]=1)=[O:19])[CH3:12]. The catalyst class is: 5.